The task is: Predict the reactants needed to synthesize the given product.. This data is from Full USPTO retrosynthesis dataset with 1.9M reactions from patents (1976-2016). (1) Given the product [CH2:1]([O:5][CH2:6][CH2:7][O:8][C:9]1[CH:10]=[CH:11][C:12]([C:15]2[CH:20]=[CH:19][C:18]([N:21]([CH3:29])[CH2:22][C:23]3[CH:24]=[N:25][N:26]([CH3:28])[CH:27]=3)=[C:17](/[CH:30]=[CH:31]/[C:32]([NH:61][C:60]3[CH:59]=[CH:58][C:57]([S@:55]([CH2:54][C:53]4[N:49]([CH2:46][CH2:47][CH3:48])[CH:50]=[N:51][CH:52]=4)=[O:56])=[CH:63][CH:62]=3)=[O:33])[CH:16]=2)=[CH:13][CH:14]=1)[CH2:2][CH2:3][CH3:4], predict the reactants needed to synthesize it. The reactants are: [CH2:1]([O:5][CH2:6][CH2:7][O:8][C:9]1[CH:14]=[CH:13][C:12]([C:15]2[CH:20]=[CH:19][C:18]([N:21]([CH3:29])[CH2:22][C:23]3[CH:24]=[N:25][N:26]([CH3:28])[CH:27]=3)=[C:17](/[CH:30]=[CH:31]/[C:32](O)=[O:33])[CH:16]=2)=[CH:11][CH:10]=1)[CH2:2][CH2:3][CH3:4].CN(C=O)C.C(Cl)(=O)C(Cl)=O.[CH2:46]([N:49]1[C:53]([CH2:54][S@@:55]([C:57]2[CH:63]=[CH:62][C:60]([NH2:61])=[CH:59][CH:58]=2)=[O:56])=[CH:52][N:51]=[CH:50]1)[CH2:47][CH3:48]. (2) Given the product [N:16]1[CH:17]=[CH:18][CH:19]=[CH:20][C:15]=1[C:11]1[CH:10]=[C:9]([CH2:8][NH2:7])[CH:14]=[CH:13][CH:12]=1, predict the reactants needed to synthesize it. The reactants are: C(OC(=O)[NH:7][CH2:8][C:9]1[CH:14]=[CH:13][CH:12]=[C:11]([C:15]2[CH:20]=[CH:19][CH:18]=[CH:17][N:16]=2)[CH:10]=1)(C)(C)C.Cl. (3) Given the product [CH3:1][N:2]1[C:3]2=[N:4][CH:5]=[CH:6][C:7]([CH3:10])=[C:8]2[NH:9][C:14]1=[O:22], predict the reactants needed to synthesize it. The reactants are: [CH3:1][NH:2][C:3]1[C:8]([NH2:9])=[C:7]([CH3:10])[CH:6]=[CH:5][N:4]=1.C(N1C2C=CC=CC=2N[C:14]1=[O:22])C. (4) Given the product [F:9][C:10]1[CH:11]=[C:12]([CH:15]=[CH:16][C:17]=1[O:8][C:4]1[CH:5]=[CH:6][CH:7]=[C:2]([F:1])[CH:3]=1)[CH:13]=[O:14], predict the reactants needed to synthesize it. The reactants are: [F:1][C:2]1[CH:3]=[C:4]([OH:8])[CH:5]=[CH:6][CH:7]=1.[F:9][C:10]1[CH:11]=[C:12]([CH:15]=[CH:16][C:17]=1F)[CH:13]=[O:14]. (5) Given the product [CH3:1][O:2][C:3]([C:5]1[N:6]=[C:7]([CH:27]=[O:28])[N:8]([CH2:10][O:11][CH2:12][CH2:13][Si:14]([CH3:17])([CH3:16])[CH3:15])[CH:9]=1)=[O:4], predict the reactants needed to synthesize it. The reactants are: [CH3:1][O:2][C:3]([C:5]1[N:6]=[C:7](Br)[N:8]([CH2:10][O:11][CH2:12][CH2:13][Si:14]([CH3:17])([CH3:16])[CH3:15])[CH:9]=1)=[O:4].C([Mg]Cl)(C)C.CN([CH:27]=[O:28])C. (6) Given the product [Cl:1][C:2]1[C:7]([Cl:8])=[C:6]([S:9](=[O:19])(=[O:18])[NH:10][C@@H:11]([CH2:16][CH3:17])[C:12]([F:14])([F:15])[F:13])[CH:5]=[CH:4][C:3]=1[C:20]1[S:24][C:23]([C:25]2[O:29][C:28]([CH2:30][C:31]([CH3:37])([CH3:36])[C:32]([OH:34])=[O:33])=[N:27][N:26]=2)=[N:22][C:21]=1[CH2:38][C:39]([O:42][CH3:43])([CH3:41])[CH3:40], predict the reactants needed to synthesize it. The reactants are: [Cl:1][C:2]1[C:7]([Cl:8])=[C:6]([S:9](=[O:19])(=[O:18])[NH:10][C@@H:11]([CH2:16][CH3:17])[C:12]([F:15])([F:14])[F:13])[CH:5]=[CH:4][C:3]=1[C:20]1[S:24][C:23]([C:25]2[O:29][C:28]([CH2:30][C:31]([CH3:37])([CH3:36])[C:32]([O:34]C)=[O:33])=[N:27][N:26]=2)=[N:22][C:21]=1[CH2:38][C:39]([O:42][CH3:43])([CH3:41])[CH3:40].O[Li].O. (7) Given the product [CH2:10]([O:17][C:18]1[CH:19]=[CH:20][C:21]([CH2:24][C:25]([N:3]([O:4][CH3:5])[CH3:2])=[O:27])=[CH:22][CH:23]=1)[C:11]1[CH:12]=[CH:13][CH:14]=[CH:15][CH:16]=1, predict the reactants needed to synthesize it. The reactants are: Cl.[CH3:2][NH:3][O:4][CH3:5].C[Al](C)C.[CH2:10]([O:17][C:18]1[CH:23]=[CH:22][C:21]([CH2:24][C:25]([O:27]C)=O)=[CH:20][CH:19]=1)[C:11]1[CH:16]=[CH:15][CH:14]=[CH:13][CH:12]=1. (8) Given the product [F:42][C:38]1[CH:37]=[C:36]([C:2]#[C:1][C:3]2[CH:4]=[C:5]([CH:27]=[CH:28][C:29]=2[CH3:30])[C:6]([NH:8][C:9]2[CH:14]=[CH:13][C:12]([CH2:15][N:16]3[CH2:17][CH2:18][N:19]([CH3:22])[CH2:20][CH2:21]3)=[C:11]([C:23]([F:25])([F:24])[F:26])[CH:10]=2)=[O:7])[CH:35]=[C:34]2[C:39]=1[CH:40]=[N:41][C:32]([NH2:31])=[N:33]2, predict the reactants needed to synthesize it. The reactants are: [C:1]([C:3]1[CH:4]=[C:5]([CH:27]=[CH:28][C:29]=1[CH3:30])[C:6]([NH:8][C:9]1[CH:14]=[CH:13][C:12]([CH2:15][N:16]2[CH2:21][CH2:20][N:19]([CH3:22])[CH2:18][CH2:17]2)=[C:11]([C:23]([F:26])([F:25])[F:24])[CH:10]=1)=[O:7])#[CH:2].[NH2:31][C:32]1[N:41]=[CH:40][C:39]2[C:34](=[CH:35][C:36](Br)=[CH:37][C:38]=2[F:42])[N:33]=1. (9) Given the product [I:1][C:2]1[NH:6][N:5]=[C:4]([C:7]([NH2:11])=[O:9])[CH:3]=1, predict the reactants needed to synthesize it. The reactants are: [I:1][C:2]1[NH:6][N:5]=[C:4]([C:7]([O:9]C)=O)[CH:3]=1.[NH3:11]. (10) Given the product [Br:17][C:7]1[CH:6]=[C:5]([C@H:8]([CH2:14][CH2:15][CH3:16])[CH2:9][C:10]([O:12][CH3:13])=[O:11])[CH:4]=[CH:3][C:2]=1[OH:1], predict the reactants needed to synthesize it. The reactants are: [OH:1][C:2]1[CH:7]=[CH:6][C:5]([C@H:8]([CH2:14][CH2:15][CH3:16])[CH2:9][C:10]([O:12][CH3:13])=[O:11])=[CH:4][CH:3]=1.[Br:17]Br.